From a dataset of HIV replication inhibition screening data with 41,000+ compounds from the AIDS Antiviral Screen. Binary Classification. Given a drug SMILES string, predict its activity (active/inactive) in a high-throughput screening assay against a specified biological target. (1) The compound is Cc1ccc(C=NNc2nncc3ccccc23)s1. The result is 0 (inactive). (2) The molecule is COc1cc2c(c(O)c1OC)CC1CCC(=O)N1C2c1cccc2ccccc12. The result is 0 (inactive). (3) The drug is N=C(N)Oc1ccc(Cl)cc1. The result is 0 (inactive). (4) The molecule is Cc1nc(-n2nc(-c3ccccc3)cc2-c2ccccc2)sc1C(=O)C=Cc1ccc(C=CC(=O)c2sc(-n3nc(-c4ccccc4)cc3-c3ccccc3)nc2C)cc1. The result is 0 (inactive). (5) The drug is C1=CC(=P(c2ccccc2)(c2ccccc2)c2ccccc2)C=C1. The result is 0 (inactive). (6) The compound is CCC(C)C(NC(=O)C(N)CCCNC(=N)N)C(=O)NC(CCC(N)=O)C(=O)NC(CCCNC(=N)N)C(=O)NCC(=O)N1CCCC1C(=O)NCC(=O)NC(CCCNC(=N)N)C(=O)NC(C)C(=O)NC(Cc1ccccc1)C(=O)NC(C(=O)NC(C(=O)NC(C(=O)NCC(=O)NC(CCCCN)C(N)=O)C(C)CC)C(C)OC1OC(CO)C(O)C(O)C1NC(C)=O)C(C)C. The result is 0 (inactive). (7) The compound is O=C1C(c2ccc(Cl)cc2)C2CC=CC2N1O. The result is 0 (inactive).